Task: Predict the product of the given reaction.. Dataset: Forward reaction prediction with 1.9M reactions from USPTO patents (1976-2016) (1) Given the reactants [ClH:1].[CH3:2][N:3]1[C:11]2[C:10]([C:12]([OH:14])=O)=[CH:9][N:8]=[CH:7][C:6]=2[N:5]=[CH:4]1.O.O[C:17]1[C:25]2[N:24]=NN[C:21]=2[CH:20]=[CH:19][CH:18]=1.CC[N+](CCCN(C)C)=C=N.C([N:39]1[CH2:44][CH2:43][O:42][CH2:41][CH2:40]1)C.N1CCOCC1.[ClH:51], predict the reaction product. The product is: [ClH:1].[Cl:1][C:17]1[CH:18]=[C:19]([Cl:51])[CH:20]=[CH:21][C:25]=1[NH:24][C:7]1[C:6]2[N:5]=[CH:4][N:3]([CH3:2])[C:11]=2[C:10]([C:12]([N:39]2[CH2:44][CH2:43][O:42][CH2:41][CH2:40]2)=[O:14])=[CH:9][N:8]=1. (2) Given the reactants [NH2:1][C:2]1[C:10]([Cl:11])=[CH:9][C:5]([C:6]([OH:8])=[O:7])=[C:4]([O:12][CH3:13])[CH:3]=1.[CH2:14]([O:16][C:17](=[O:31])[CH2:18][CH2:19][CH2:20][CH2:21][CH2:22][N:23]1[CH2:28][CH2:27][O:26][C@H:25]([CH2:29][NH2:30])[CH2:24]1)[CH3:15].Cl.C(N=C=N[CH2:38][CH2:39][CH2:40][N:41]([CH3:43])C)C.[C:44](=O)(O)[O-].[Na+], predict the reaction product. The product is: [NH2:1][C:2]1[C:10]([Cl:11])=[CH:9][C:5]([C:6]([NH:30][CH2:29][C@@H:25]2[CH2:24][N:23]([CH2:22][CH2:21][CH2:20][CH2:19][CH2:18][C:17]([O:16][C@@H:14]3[CH:38]4[CH2:39][CH2:40][N:41]([CH2:43][CH2:44]4)[CH2:15]3)=[O:31])[CH2:28][CH2:27][O:26]2)=[O:8])=[C:4]([O:12][CH3:13])[CH:3]=1.[CH2:14]([O:16][C:17](=[O:31])[CH2:18][CH2:19][CH2:20][CH2:21][CH2:22][N:23]1[CH2:28][CH2:27][O:26][C@H:25]([CH2:29][NH:30][C:6](=[O:7])[C:5]2[CH:9]=[C:10]([Cl:11])[C:2]([NH2:1])=[CH:3][C:4]=2[O:12][CH3:13])[CH2:24]1)[CH3:15]. (3) Given the reactants Br[C:2]1[C:7]2[S:8][C:9]([C:11]3[C:16]([Cl:17])=[CH:15][CH:14]=[CH:13][C:12]=3[Cl:18])=[N:10][C:6]=2[CH:5]=[CH:4][N:3]=1.Cl.[NH2:20][C:21]1[N:26]=[CH:25][N:24]=[C:23]([CH2:27][OH:28])[CH:22]=1.CC1(C)C2C(=C(P(C3C=CC=CC=3)C3C=CC=CC=3)C=CC=2)OC2C(P(C3C=CC=CC=3)C3C=CC=CC=3)=CC=CC1=2.C([O-])([O-])=O.[Cs+].[Cs+], predict the reaction product. The product is: [Cl:18][C:12]1[CH:13]=[CH:14][CH:15]=[C:16]([Cl:17])[C:11]=1[C:9]1[S:8][C:7]2[C:2]([NH:20][C:21]3[N:26]=[CH:25][N:24]=[C:23]([CH2:27][OH:28])[CH:22]=3)=[N:3][CH:4]=[CH:5][C:6]=2[N:10]=1. (4) The product is: [CH3:32][C@@H:13]1[C@H:14]([NH:17][CH2:18][C:19]2[CH:20]=[C:21]([C:25]3[CH:30]=[CH:29][N:28]=[C:27]([NH:33][CH2:34][CH2:35][C:36]4[CH:41]=[CH:40][C:39]([OH:42])=[CH:38][CH:37]=4)[N:26]=3)[CH:22]=[CH:23][CH:24]=2)[CH2:15][CH2:16][NH:11][CH2:12]1. Given the reactants C(OC([N:11]1[CH2:16][CH2:15][C@@H:14]([NH:17][CH2:18][C:19]2[CH:24]=[CH:23][CH:22]=[C:21]([C:25]3[CH:30]=[CH:29][N:28]=[C:27](Cl)[N:26]=3)[CH:20]=2)[C@@H:13]([CH3:32])[CH2:12]1)=O)C1C=CC=CC=1.[NH2:33][CH2:34][CH2:35][C:36]1[CH:41]=[CH:40][C:39]([OH:42])=[CH:38][CH:37]=1, predict the reaction product. (5) Given the reactants Cl.Cl.[N:3]12[CH2:11][CH2:10][CH:7]([CH2:8][CH2:9]1)[NH:6][CH2:5][CH2:4]2.[CH3:12][O:13][C:14]1[CH:19]=[CH:18][CH:17]=[CH:16][C:15]=1[C:20]1[NH:24][N:23]=[C:22]([C:25](O)=[O:26])[CH:21]=1, predict the reaction product. The product is: [CH3:12][O:13][C:14]1[CH:19]=[CH:18][CH:17]=[CH:16][C:15]=1[C:20]1[NH:24][N:23]=[C:22]([C:25]([N:6]2[CH:7]3[CH2:10][CH2:11][N:3]([CH2:9][CH2:8]3)[CH2:4][CH2:5]2)=[O:26])[CH:21]=1. (6) Given the reactants [F:1][C:2]1[CH:28]=[C:27]([F:29])[CH:26]=[CH:25][C:3]=1[O:4][CH:5]1[CH2:10][CH2:9][N:8]([C:11]2[N:12]=[C:13]3[CH:24]=[CH:23][N:22]=[CH:21][C:14]3=[N:15][C:16]=2[NH:17][CH:18]([CH3:20])[CH3:19])[CH2:7][CH2:6]1.[C:30](OC(=O)C)(=[O:32])[CH3:31], predict the reaction product. The product is: [F:1][C:2]1[CH:28]=[C:27]([F:29])[CH:26]=[CH:25][C:3]=1[O:4][CH:5]1[CH2:6][CH2:7][N:8]([C:11]2[N:12]=[C:13]3[CH2:24][CH2:23][N:22]([C:30](=[O:32])[CH3:31])[CH2:21][C:14]3=[N:15][C:16]=2[NH:17][CH:18]([CH3:20])[CH3:19])[CH2:9][CH2:10]1. (7) Given the reactants [N:1]1[CH:6]=[CH:5][CH:4]=[C:3]([NH:7][C:8]([C:10]2[C:18]3[C:17]4[CH:19]=[C:20]([NH2:23])[CH:21]=[CH:22][C:16]=4[O:15][C:14]=3[C:13]([O:24][CH3:25])=[CH:12][CH:11]=2)=[O:9])[CH:2]=1.[C:26](Cl)(=[O:28])[CH3:27].N1C=CC=CC=1, predict the reaction product. The product is: [N:1]1[CH:6]=[CH:5][CH:4]=[C:3]([NH:7][C:8]([C:10]2[C:18]3[C:17]4[CH:19]=[C:20]([NH:23][C:26](=[O:28])[CH3:27])[CH:21]=[CH:22][C:16]=4[O:15][C:14]=3[C:13]([O:24][CH3:25])=[CH:12][CH:11]=2)=[O:9])[CH:2]=1. (8) Given the reactants [CH:1]1([CH2:4][OH:5])[CH2:3][CH2:2]1.C1(P(C2C=CC=CC=2)C2C=CC=CC=2)C=CC=CC=1.O[N:26]1[C:30](=[O:31])[C:29]2=[CH:32][CH:33]=[CH:34][CH:35]=[C:28]2[C:27]1=[O:36].CCOC(/N=N/C(OCC)=O)=O, predict the reaction product. The product is: [CH:1]1([CH2:4][O:5][N:26]2[C:27](=[O:36])[C:28]3=[CH:35][CH:34]=[CH:33][CH:32]=[C:29]3[C:30]2=[O:31])[CH2:3][CH2:2]1.